Task: Predict which catalyst facilitates the given reaction.. Dataset: Catalyst prediction with 721,799 reactions and 888 catalyst types from USPTO Reactant: [NH2:1][C:2]1[CH:3]=[C:4]([CH:14]=[CH:15][CH:16]=1)[CH2:5][NH:6][C:7](=[O:13])[O:8][C:9]([CH3:12])([CH3:11])[CH3:10].[CH2:17](Br)[C:18]1[CH:23]=[CH:22][CH:21]=[CH:20][CH:19]=1.CCN(CC)CC. The catalyst class is: 18. Product: [CH2:17]([NH:1][C:2]1[CH:3]=[C:4]([CH:14]=[CH:15][CH:16]=1)[CH2:5][NH:6][C:7](=[O:13])[O:8][C:9]([CH3:12])([CH3:11])[CH3:10])[C:18]1[CH:23]=[CH:22][CH:21]=[CH:20][CH:19]=1.